Task: Predict the product of the given reaction.. Dataset: Forward reaction prediction with 1.9M reactions from USPTO patents (1976-2016) (1) Given the reactants [N+:1]([C:4]1[CH:9]=[CH:8][C:7]([N:10]2[CH2:15][CH2:14][N:13]([C:16]([O:18][C:19]([CH3:22])([CH3:21])[CH3:20])=[O:17])[CH2:12][CH2:11]2)=[CH:6][CH:5]=1)([O-])=O, predict the reaction product. The product is: [NH2:1][C:4]1[CH:9]=[CH:8][C:7]([N:10]2[CH2:15][CH2:14][N:13]([C:16]([O:18][C:19]([CH3:22])([CH3:21])[CH3:20])=[O:17])[CH2:12][CH2:11]2)=[CH:6][CH:5]=1. (2) The product is: [Cl:37][C:34]1[CH:35]=[CH:36][C:31]([CH2:30][CH:22]2[N:19]3[C:20](=[O:21])[CH:15]([NH:14][C:11]([C:3]4[CH:2]=[N:1][C:10]5[C:5]([CH:4]=4)=[CH:6][CH:7]=[CH:8][CH:9]=5)=[O:13])[CH2:16][N:17]([S:38]([C:41]4[CH:46]=[CH:45][C:44]([Cl:47])=[CH:43][C:42]=4[Cl:48])(=[O:40])=[O:39])[CH:18]3[CH2:25][N:24]([CH:26]([CH3:28])[CH3:27])[C:23]2=[O:29])=[CH:32][CH:33]=1. Given the reactants [N:1]1[C:10]2[C:5](=[CH:6][CH:7]=[CH:8][CH:9]=2)[CH:4]=[C:3]([C:11]([OH:13])=O)[CH:2]=1.[NH2:14][CH:15]1[C:20](=[O:21])[N:19]2[CH:22]([CH2:30][C:31]3[CH:36]=[CH:35][C:34]([Cl:37])=[CH:33][CH:32]=3)[C:23](=[O:29])[N:24]([CH:26]([CH3:28])[CH3:27])[CH2:25][CH:18]2[N:17]([S:38]([C:41]2[CH:46]=[CH:45][C:44]([Cl:47])=[CH:43][C:42]=2[Cl:48])(=[O:40])=[O:39])[CH2:16]1, predict the reaction product. (3) The product is: [OH:29][CH:28]([C:7]1[CH:12]=[CH:11][CH:10]=[C:9]([C:13]([F:16])([F:15])[F:14])[N:8]=1)[C:26]1[S:27][C:21]2[N:20]([CH2:36][CH:37]([CH3:39])[CH3:38])[C:19](=[O:40])[N:18]([CH3:17])[C:23](=[O:24])[C:22]=2[C:25]=1[S:30][C:31]1[S:32][CH:33]=[CH:34][CH:35]=1. Given the reactants C([Li])CCC.Br[C:7]1[CH:12]=[CH:11][CH:10]=[C:9]([C:13]([F:16])([F:15])[F:14])[N:8]=1.[CH3:17][N:18]1[C:23](=[O:24])[C:22]2[C:25]([S:30][C:31]3[S:32][CH:33]=[CH:34][CH:35]=3)=[C:26]([CH:28]=[O:29])[S:27][C:21]=2[N:20]([CH2:36][CH:37]([CH3:39])[CH3:38])[C:19]1=[O:40].[Li]C1C=CC=CN=1.[Cl-].[NH4+], predict the reaction product. (4) Given the reactants [C:1]1([CH:7]([NH:9][C:10]2[CH:11]=[C:12]([N:22]3[CH2:27][CH2:26][N:25](C(OC(C)(C)C)=O)[CH2:24][CH2:23]3)[CH:13]=[CH:14][C:15]=2[C:16](=[O:21])[C:17]([F:20])([F:19])[F:18])[CH3:8])[CH:6]=[CH:5][CH:4]=[CH:3][CH:2]=1.[ClH:35], predict the reaction product. The product is: [ClH:35].[C:1]1([C@H:7]([NH:9][C:10]2[CH:11]=[C:12]([N:22]3[CH2:23][CH2:24][NH:25][CH2:26][CH2:27]3)[CH:13]=[CH:14][C:15]=2[C:16](=[O:21])[C:17]([F:20])([F:18])[F:19])[CH3:8])[CH:6]=[CH:5][CH:4]=[CH:3][CH:2]=1. (5) Given the reactants [CH3:1][C:2]1[C:10]([CH3:12])([CH3:11])[C:9]2[C:4](=[CH:5][CH:6]=[C:7]([S:13]([O-:16])(=[O:15])=[O:14])[CH:8]=2)[N:3]=1.[Na+:17].[CH2:18]1[CH2:24][S:21](=[O:23])(=[O:22])[O:20][CH2:19]1, predict the reaction product. The product is: [CH3:1][C:2]1[C:10]([CH3:11])([CH3:12])[C:9]2[C:4](=[CH:5][CH:6]=[C:7]([S:13]([O-:16])(=[O:15])=[O:14])[CH:8]=2)[N+:3]=1[CH2:19][CH2:18][CH2:24][S:21]([O-:23])(=[O:22])=[O:20].[Na+:17]. (6) Given the reactants [I:1][C:2]1[N:3]=[C:4]([CH2:10][CH2:11][CH3:12])[N:5]([CH2:7][CH2:8][NH2:9])[CH:6]=1.[F:13][C:14]1[CH:15]=[C:16]([CH2:24][CH2:25][CH:26]=O)[CH:17]=[CH:18][C:19]=1[C:20]([F:23])([F:22])[F:21], predict the reaction product. The product is: [F:13][C:14]1[CH:15]=[C:16]([CH2:24][CH2:25][CH:26]2[NH:9][CH2:8][CH2:7][N:5]3[C:4]([CH2:10][CH2:11][CH3:12])=[N:3][C:2]([I:1])=[C:6]23)[CH:17]=[CH:18][C:19]=1[C:20]([F:21])([F:22])[F:23].